This data is from NCI-60 drug combinations with 297,098 pairs across 59 cell lines. The task is: Regression. Given two drug SMILES strings and cell line genomic features, predict the synergy score measuring deviation from expected non-interaction effect. Drug 1: C1=CN(C=N1)CC(O)(P(=O)(O)O)P(=O)(O)O. Drug 2: COC1=C2C(=CC3=C1OC=C3)C=CC(=O)O2. Cell line: NCI-H522. Synergy scores: CSS=-1.50, Synergy_ZIP=-2.31, Synergy_Bliss=-4.83, Synergy_Loewe=-19.1, Synergy_HSA=-4.35.